From a dataset of CYP2D6 inhibition data for predicting drug metabolism from PubChem BioAssay. Regression/Classification. Given a drug SMILES string, predict its absorption, distribution, metabolism, or excretion properties. Task type varies by dataset: regression for continuous measurements (e.g., permeability, clearance, half-life) or binary classification for categorical outcomes (e.g., BBB penetration, CYP inhibition). Dataset: cyp2d6_veith. (1) The compound is COC(=O)[C@@]1(Cc2ccccc2)[C@H]2c3cc(C(=O)N(C)C)n(C)c3C[C@H]2CN1C(=O)c1ccccc1. The result is 0 (non-inhibitor). (2) The molecule is CC1=CC(C)(C)N(C)C(=O)N1c1ccc(Cl)cc1. The result is 0 (non-inhibitor).